This data is from Retrosynthesis with 50K atom-mapped reactions and 10 reaction types from USPTO. The task is: Predict the reactants needed to synthesize the given product. (1) Given the product COC(=O)/C=C/c1ccc(C)cc1, predict the reactants needed to synthesize it. The reactants are: COC(=O)C=P(c1ccccc1)(c1ccccc1)c1ccccc1.Cc1ccc(C=O)cc1. (2) Given the product CCOc1cc2c(cc1OC)CCN(CC(=O)NCc1ccccc1)C2Cc1ccc(OC)c(OC)c1, predict the reactants needed to synthesize it. The reactants are: CCI.COc1cc2c(cc1O)C(Cc1ccc(OC)c(OC)c1)N(CC(=O)NCc1ccccc1)CC2. (3) Given the product O=S(=O)(c1ccc(CCNC[C@H](O)c2cccc(Cl)c2)cc1)c1ccc(OC(F)F)cc1, predict the reactants needed to synthesize it. The reactants are: CC(C)(C)OC(=O)N(CCc1ccc(S(=O)(=O)c2ccc(OC(F)F)cc2)cc1)C[C@H](O)c1cccc(Cl)c1. (4) Given the product CN(c1ccc(Cl)cc1)S(=O)(=O)c1cccc(C(=O)Nc2ccc(Br)cc2C(=O)NS(C)(=O)=O)c1, predict the reactants needed to synthesize it. The reactants are: CN(c1ccc(Cl)cc1)S(=O)(=O)c1cccc(C(=O)Nc2ccc(Br)cc2C(=O)O)c1.CS(N)(=O)=O. (5) Given the product COC(=O)COc1c(C)cc(-c2cncnc2)cc1C, predict the reactants needed to synthesize it. The reactants are: COC(=O)CBr.Cc1cc(-c2cncnc2)cc(C)c1O.